From a dataset of Full USPTO retrosynthesis dataset with 1.9M reactions from patents (1976-2016). Predict the reactants needed to synthesize the given product. (1) Given the product [CH3:40][C:39]1([CH3:41])[C:38](=[O:37])[N:1]([C:2]2[CH:3]=[CH:4][C:5]([O:8][C:9](=[O:18])[N:10]([CH3:17])[C:11]3[CH:16]=[CH:15][CH:14]=[CH:13][CH:12]=3)=[N:6][CH:7]=2)[C:26](=[S:27])[NH:42]1, predict the reactants needed to synthesize it. The reactants are: [NH2:1][C:2]1[CH:3]=[CH:4][C:5]([O:8][C:9](=[O:18])[N:10]([CH3:17])[C:11]2[CH:16]=[CH:15][CH:14]=[CH:13][CH:12]=2)=[N:6][CH:7]=1.C1C=C(O[C:26](OC2N=CC=CC=2)=[S:27])N=CC=1.Cl.C[O:37][C:38](=O)[C:39]([NH2:42])([CH3:41])[CH3:40].C(N(CC)CC)C. (2) Given the product [C:16]([C:13]1[CH:14]=[CH:15][C:10]([CH:9]2[N:4]3[N:3]=[C:2]([NH:1][C:41]([O:43][CH3:44])=[O:42])[N:34]=[C:5]3[N:6]([C:24]3[CH:29]=[CH:28][CH:27]=[C:26]([C:30]([F:31])([F:33])[F:32])[CH:25]=3)[C:7]([CH3:23])=[C:8]2[C:18]([O:20][CH2:21][CH3:22])=[O:19])=[CH:11][CH:12]=1)#[N:17], predict the reactants needed to synthesize it. The reactants are: [NH2:1][C:2]1[N:34]=[C:5]2[N:6]([C:24]3[CH:29]=[CH:28][CH:27]=[C:26]([C:30]([F:33])([F:32])[F:31])[CH:25]=3)[C:7]([CH3:23])=[C:8]([C:18]([O:20][CH2:21][CH3:22])=[O:19])[CH:9]([C:10]3[CH:15]=[CH:14][C:13]([C:16]#[N:17])=[CH:12][CH:11]=3)[N:4]2[N:3]=1.C1COCC1.Cl[C:41]([O:43][CH3:44])=[O:42]. (3) Given the product [CH3:2][O:3][C:4](=[O:24])[CH2:5][C@H:6]1[CH2:7][CH2:8][C@H:9]([C:12]2[CH:13]=[CH:14][C:15]([NH:18][C:19](=[O:23])[CH2:20][CH2:21][NH:22][C:53]([C:39]3[N:40]=[C:41]([C:43]4[CH:48]=[CH:47][CH:46]=[CH:45][C:44]=4[C:49]([F:51])([F:50])[F:52])[O:42][C:38]=3[C:37]([F:36])([F:56])[F:57])=[O:54])=[CH:16][CH:17]=2)[CH2:10][CH2:11]1, predict the reactants needed to synthesize it. The reactants are: Cl.[CH3:2][O:3][C:4](=[O:24])[CH2:5][C@H:6]1[CH2:11][CH2:10][C@H:9]([C:12]2[CH:17]=[CH:16][C:15]([NH:18][C:19](=[O:23])[CH2:20][CH2:21][NH2:22])=[CH:14][CH:13]=2)[CH2:8][CH2:7]1.CCN=C=NCCCN(C)C.[F:36][C:37]([F:57])([F:56])[C:38]1[O:42][C:41]([C:43]2[CH:48]=[CH:47][CH:46]=[CH:45][C:44]=2[C:49]([F:52])([F:51])[F:50])=[N:40][C:39]=1[C:53](O)=[O:54].C1C=CC2N(O)N=NC=2C=1.C(N(C(C)C)C(C)C)C.C([O-])(O)=O.[Na+]. (4) Given the product [C:23]([OH:25])(=[O:24])[CH3:22].[NH2:72][C:73]1[CH:81]=[C:80]([C@H:82]([NH:85][C:86]([N:88]2[C:94](=[O:95])[C@@H:93]([CH2:96][C:97]3[CH:102]=[CH:101][CH:100]=[CH:99][C:98]=3[O:104][CH3:105])[CH2:92][NH:91][C:90](=[O:106])[CH2:89]2)=[O:87])[CH2:83][CH3:84])[CH:79]=[CH:78][C:74]=1[C:75]([OH:77])=[O:76], predict the reactants needed to synthesize it. The reactants are: COC1C=CC=CC=1C[C@H]1C(=O)N(C(N[C@@H](C2C=[C:22](C=CC=2)[C:23]([OH:25])=[O:24])CC)=O)CC(=O)NC1.ClC1C=CC(OC)=C(C=1)C[C@H]1C(=O)N(C(N[C@@H](C2C=C(C=CC=2)C(O)=O)CC)=O)CC(=O)NC1.C(O)(=O)C.[NH2:72][C:73]1[CH:81]=[C:80]([C@H:82]([NH:85][C:86]([N:88]2[C:94](=[O:95])[C@@H:93]([CH2:96][C:97]3[CH:102]=[C:101](Cl)[CH:100]=[CH:99][C:98]=3[O:104][CH3:105])[CH2:92][NH:91][C:90](=[O:106])[CH2:89]2)=[O:87])[CH2:83][CH3:84])[CH:79]=[CH:78][C:74]=1[C:75]([OH:77])=[O:76]. (5) Given the product [NH2:2][C@@H:3]([C:8]([OH:10])=[O:9])[CH2:4][C:5]([OH:7])=[O:6], predict the reactants needed to synthesize it. The reactants are: Cl.[NH2:2][C@@H:3]([C:8]([OH:10])=[O:9])[CH2:4][C:5]([OH:7])=[O:6]. (6) The reactants are: [CH3:1][C:2]1[CH:7]=[CH:6][C:5]([OH:8])=[CH:4][C:3]=1[O:9][CH3:10].C(#N)C.F[C:15]1[CH:20]=[CH:19][C:18]([N+:21]([O-:23])=[O:22])=[CH:17][CH:16]=1. Given the product [CH3:1][C:2]1[CH:7]=[CH:6][C:5]([O:8][C:15]2[CH:20]=[CH:19][C:18]([N+:21]([O-:23])=[O:22])=[CH:17][CH:16]=2)=[CH:4][C:3]=1[O:9][CH3:10], predict the reactants needed to synthesize it. (7) Given the product [CH:53]1([N:46]2[C:47]3[CH:52]=[CH:51][CH:50]=[CH:49][C:48]=3[N:44]([CH2:43][CH2:42][CH2:41][N:9]3[CH2:10][CH2:11][C:6]4([N:5]([C:12]5[CH:13]=[CH:14][CH:15]=[CH:16][CH:17]=5)[CH2:4][N:3]([CH2:18][C:19]5[CH:20]=[C:21]([CH:29]=[CH:30][CH:31]=5)[C:22]([O:24][C:25]([CH3:28])([CH3:26])[CH3:27])=[O:23])[C:2]4=[O:1])[CH2:7][CH2:8]3)[C:45]2=[O:56])[CH2:55][CH2:54]1, predict the reactants needed to synthesize it. The reactants are: [O:1]=[C:2]1[C:6]2([CH2:11][CH2:10][NH:9][CH2:8][CH2:7]2)[N:5]([C:12]2[CH:17]=[CH:16][CH:15]=[CH:14][CH:13]=2)[CH2:4][N:3]1[CH2:18][C:19]1[CH:20]=[C:21]([CH:29]=[CH:30][CH:31]=1)[C:22]([O:24][C:25]([CH3:28])([CH3:27])[CH3:26])=[O:23].C(=O)([O-])[O-].[K+].[K+].[I-].[Na+].Cl[CH2:41][CH2:42][CH2:43][N:44]1[C:48]2[CH:49]=[CH:50][CH:51]=[CH:52][C:47]=2[N:46]([CH:53]2[CH2:55][CH2:54]2)[C:45]1=[O:56].